Dataset: Forward reaction prediction with 1.9M reactions from USPTO patents (1976-2016). Task: Predict the product of the given reaction. (1) Given the reactants [Cl:1][C:2]1[CH:3]=[C:4]2[C:9](=[CH:10][C:11]=1[O:12][C:13]1[CH:21]=[CH:20][C:16]([C:17](O)=[O:18])=[CH:15][CH:14]=1)[O:8][CH2:7][CH2:6][CH:5]2[C:22]([O:24][CH2:25][CH3:26])=[O:23].O.ON1C2C=CC=CC=2N=N1.[CH3:38][O:39][C:40]1[CH:45]=[C:44]([Br:46])[CH:43]=[CH:42][C:41]=1[CH2:47][CH2:48][NH2:49].Cl.C(N=C=NCCCN(C)C)C, predict the reaction product. The product is: [CH3:38][O:39][C:40]1[CH:45]=[C:44]([Br:46])[CH:43]=[CH:42][C:41]=1[CH2:47][CH2:48][NH:49][C:17]([C:16]1[CH:20]=[CH:21][C:13]([O:12][C:11]2[CH:10]=[C:9]3[C:4]([CH:5]([C:22]([O:24][CH2:25][CH3:26])=[O:23])[CH2:6][CH2:7][O:8]3)=[CH:3][C:2]=2[Cl:1])=[CH:14][CH:15]=1)=[O:18]. (2) Given the reactants [CH3:1][O:2][C:3]1[CH:43]=[C:42]([O:44][CH3:45])[CH:41]=[CH:40][C:4]=1[CH2:5][NH:6][C:7]1[C:8]2[CH:15]=[CH:14][N:13]([C@H:16]3[C@@H:20]4[O:21][C:22]([CH3:25])([CH3:24])[O:23][C@@H:19]4[C@@H:18]([CH2:26][N:27]([CH:37]([CH3:39])[CH3:38])[CH:28]4[CH2:31][CH:30]([CH2:32][CH2:33][C:34](O)=[O:35])[CH2:29]4)[O:17]3)[C:9]=2[N:10]=[CH:11][N:12]=1.CN(C(ON1N=NC2C=CC=NC1=2)=[N+](C)C)C.F[P-](F)(F)(F)(F)F.C1C=NC2N(O)N=NC=2C=1.[C:80]([C:84]1[CH:85]=[C:86]([NH2:91])[C:87]([NH2:90])=[CH:88][CH:89]=1)([CH3:83])([CH3:82])[CH3:81], predict the reaction product. The product is: [NH2:91][C:86]1[CH:85]=[C:84]([C:80]([CH3:83])([CH3:81])[CH3:82])[CH:89]=[CH:88][C:87]=1[NH:90][C:34](=[O:35])[CH2:33][CH2:32][CH:30]1[CH2:31][CH:28]([N:27]([CH2:26][C@@H:18]2[C@@H:19]3[C@@H:20]([O:21][C:22]([CH3:24])([CH3:25])[O:23]3)[C@H:16]([N:13]3[C:9]4[N:10]=[CH:11][N:12]=[C:7]([NH:6][CH2:5][C:4]5[CH:40]=[CH:41][C:42]([O:44][CH3:45])=[CH:43][C:3]=5[O:2][CH3:1])[C:8]=4[CH:15]=[CH:14]3)[O:17]2)[CH:37]([CH3:38])[CH3:39])[CH2:29]1. (3) Given the reactants [Cl:1][C:2]1[C:3]([CH3:12])=[N:4][CH:5]=[C:6]([CH2:10]Cl)[C:7]=1[O:8][CH3:9], predict the reaction product. The product is: [Cl:1][C:2]1[C:3]([CH3:12])=[N:4][CH:5]=[C:6]([CH3:10])[C:7]=1[O:8][CH3:9]. (4) Given the reactants [H-].[Na+].[C:3]([CH2:5]P(OCC)(=O)OCC)#[N:4].[CH2:14]1[CH2:18][O:17][C:16]2[CH:19]=[CH:20][C:21]3[CH2:22][CH2:23][C:24](=O)[C:25]=3[C:15]1=2.CO, predict the reaction product. The product is: [CH2:14]1[CH2:18][O:17][C:16]2[CH:19]=[CH:20][C:21]3[CH2:22][CH2:23]/[C:24](=[CH:5]\[C:3]#[N:4])/[C:25]=3[C:15]1=2.